This data is from Forward reaction prediction with 1.9M reactions from USPTO patents (1976-2016). The task is: Predict the product of the given reaction. The product is: [CH2:32]([C:24]1[O:25][C:26]2[CH:31]=[CH:30][CH:29]=[CH:28][C:27]=2[C:23]=1[C:21]([NH:20][C:17]1[CH:16]=[CH:15][C:14]([C:11]2[CH:12]=[CH:13][C:8]([O:7][CH2:6][C:5]([OH:36])=[O:4])=[CH:9][CH:10]=2)=[CH:19][CH:18]=1)=[O:22])[CH2:33][CH2:34][CH3:35]. Given the reactants [OH-].[Na+].C[O:4][C:5](=[O:36])[CH2:6][O:7][C:8]1[CH:13]=[CH:12][C:11]([C:14]2[CH:19]=[CH:18][C:17]([NH:20][C:21]([C:23]3[C:27]4[CH:28]=[CH:29][CH:30]=[CH:31][C:26]=4[O:25][C:24]=3[CH2:32][CH2:33][CH2:34][CH3:35])=[O:22])=[CH:16][CH:15]=2)=[CH:10][CH:9]=1.O.Cl, predict the reaction product.